Dataset: Full USPTO retrosynthesis dataset with 1.9M reactions from patents (1976-2016). Task: Predict the reactants needed to synthesize the given product. (1) Given the product [Cl:1][C:2]1[CH:7]=[CH:6][N:5]2[C:8]([C:11]3[CH:16]=[CH:15][N:14]=[C:13]([C:18]4[CH:23]=[CH:22][CH:21]=[CH:20][CH:19]=4)[CH:12]=3)=[CH:9][N:10]=[C:4]2[CH:3]=1, predict the reactants needed to synthesize it. The reactants are: [Cl:1][C:2]1[CH:7]=[CH:6][N:5]2[C:8]([C:11]3[CH:16]=[CH:15][N:14]=[C:13](Cl)[CH:12]=3)=[CH:9][N:10]=[C:4]2[CH:3]=1.[C:18]1(B(O)O)[CH:23]=[CH:22][CH:21]=[CH:20][CH:19]=1.O.C([O-])([O-])=O.[Na+].[Na+]. (2) Given the product [NH2:30][C:31]1[CH:36]=[CH:35][N:34]=[C:33]([S:37][CH2:24][CH:23]([OH:26])[CH2:22][N:21]([CH2:20][C:18]2[O:17][C:13]3[N:14]([CH3:16])[CH:15]=[C:10]([C:8]([NH:7][CH2:6][C:5]4[CH:28]=[CH:29][C:2]([Cl:1])=[CH:3][CH:4]=4)=[O:9])[C:11](=[O:27])[C:12]=3[CH:19]=2)[CH3:38])[N:32]=1, predict the reactants needed to synthesize it. The reactants are: [Cl:1][C:2]1[CH:29]=[CH:28][C:5]([CH2:6][NH:7][C:8]([C:10]2[C:11](=[O:27])[C:12]3[CH:19]=[C:18]([CH2:20][NH:21][CH2:22][CH:23]([OH:26])[CH2:24]Cl)[O:17][C:13]=3[N:14]([CH3:16])[CH:15]=2)=[O:9])=[CH:4][CH:3]=1.[NH2:30][C:31]1[CH:36]=[CH:35][N:34]=[C:33]([SH:37])[N:32]=1.[CH:38](N(C(C)C)CC)(C)C.[Na+].[Cl-].